Predict the reaction yield, written as a fraction of the theoretical maximum amount of product (1.0 means a 100% yield; for example, 0.34 means a 34% yield). From a dataset of Reaction yield outcomes from USPTO patents with 853,638 reactions. (1) The product is [CH:20]1([C:18]([C:12]2[CH:13]=[C:14]([CH3:17])[CH:15]=[CH:16][C:11]=2[NH:10][C:8]([NH:7][C:5]2[S:6][C:2]([S:34][C:33]3[N:29]([CH2:28][CH2:27][N:26]([CH3:35])[CH3:25])[N:30]=[N:31][N:32]=3)=[CH:3][N:4]=2)=[O:9])=[O:19])[CH2:24][CH2:23][CH2:22][CH2:21]1. The yield is 0.250. The reactants are Br[C:2]1[S:6][C:5]([NH:7][C:8]([NH:10][C:11]2[CH:16]=[CH:15][C:14]([CH3:17])=[CH:13][C:12]=2[C:18]([CH:20]2[CH2:24][CH2:23][CH2:22][CH2:21]2)=[O:19])=[O:9])=[N:4][CH:3]=1.[CH3:25][N:26]([CH3:35])[CH2:27][CH2:28][N:29]1[C:33]([SH:34])=[N:32][N:31]=[N:30]1. No catalyst specified. (2) The reactants are [OH:1][C:2]1[C:3]([O:19][CH:20]2[CH2:25][CH2:24][CH2:23][CH2:22][O:21]2)=[CH:4][CH:5]=[C:6]2[C:11]=1[O:10][C:9](=[O:12])[CH:8]=[C:7]2[C:13]1[CH:18]=[CH:17][CH:16]=[CH:15][CH:14]=1.Br[CH2:27][CH2:28][F:29].C([O-])([O-])=O.[Cs+].[Cs+]. The catalyst is CN1C(=O)CCC1.CCOCC. The product is [F:29][CH2:28][CH2:27][O:1][C:2]1[C:3]([O:19][CH:20]2[CH2:25][CH2:24][CH2:23][CH2:22][O:21]2)=[CH:4][CH:5]=[C:6]2[C:11]=1[O:10][C:9](=[O:12])[CH:8]=[C:7]2[C:13]1[CH:18]=[CH:17][CH:16]=[CH:15][CH:14]=1. The yield is 0.730.